From a dataset of Full USPTO retrosynthesis dataset with 1.9M reactions from patents (1976-2016). Predict the reactants needed to synthesize the given product. (1) Given the product [N:24]1([C:29]2[CH:34]=[CH:33][C:32]([NH:35][C:21]([N:18]3[CH2:19][CH2:20][CH:15]([C:6]4[C:5]5[C:10](=[CH:11][C:12]([O:13][CH3:14])=[C:3]([O:2][CH3:1])[CH:4]=5)[N:9]=[CH:8][N:7]=4)[CH2:16][CH2:17]3)=[O:22])=[CH:31][CH:30]=2)[CH:28]=[CH:27][N:26]=[CH:25]1, predict the reactants needed to synthesize it. The reactants are: [CH3:1][O:2][C:3]1[CH:4]=[C:5]2[C:10](=[CH:11][C:12]=1[O:13][CH3:14])[N:9]=[CH:8][N:7]=[C:6]2[CH:15]1[CH2:20][CH2:19][N:18]([C:21](Cl)=[O:22])[CH2:17][CH2:16]1.[N:24]1([C:29]2[CH:34]=[CH:33][C:32]([NH2:35])=[CH:31][CH:30]=2)[CH:28]=[CH:27][N:26]=[CH:25]1.CCN(C(C)C)C(C)C. (2) Given the product [CH3:17][O:16][C:11]1[CH:12]=[C:13]2[C:8](=[CH:9][C:10]=1[C:18]([F:20])([F:21])[F:19])[NH:7][C:6]([C:4]([OH:5])=[O:3])=[C:14]2[CH3:15], predict the reactants needed to synthesize it. The reactants are: C([O:3][C:4]([C:6]1[NH:7][C:8]2[C:13]([C:14]=1[CH3:15])=[CH:12][C:11]([O:16][CH3:17])=[C:10]([C:18]([F:21])([F:20])[F:19])[CH:9]=2)=[O:5])C.[OH-].[K+].Cl. (3) Given the product [F:16][C:2]([F:1])([F:17])[C:3]1[CH:4]=[C:5]([C:6](=[O:8])[CH3:18])[CH:9]=[C:10]([C:12]([F:15])([F:14])[F:13])[CH:11]=1, predict the reactants needed to synthesize it. The reactants are: [F:1][C:2]([F:17])([F:16])[C:3]1[CH:4]=[C:5]([CH:9]=[C:10]([C:12]([F:15])([F:14])[F:13])[CH:11]=1)[C:6]([OH:8])=O.[CH2:18]1COCC1.C[Li].O. (4) Given the product [CH2:29]([O:33][C:34]([C:36]1[CH:41]=[C:40]([CH2:42][O:19][C:18]([C:17]2[N:8]([CH2:1][C:2]3[CH:3]=[CH:4][CH:5]=[CH:6][CH:7]=3)[C:9](=[O:28])[C:10]3[C:15]([C:16]=2[C:21]2[CH:22]=[CH:23][CH:24]=[CH:25][CH:26]=2)=[CH:14][C:13]([Br:27])=[CH:12][CH:11]=3)=[O:20])[CH:39]=[CH:38][N:37]=1)=[O:35])[CH:30]([CH3:32])[CH3:31], predict the reactants needed to synthesize it. The reactants are: [CH2:1]([N:8]1[C:17]([C:18]([OH:20])=[O:19])=[C:16]([C:21]2[CH:26]=[CH:25][CH:24]=[CH:23][CH:22]=2)[C:15]2[C:10](=[CH:11][CH:12]=[C:13]([Br:27])[CH:14]=2)[C:9]1=[O:28])[C:2]1[CH:7]=[CH:6][CH:5]=[CH:4][CH:3]=1.[CH2:29]([O:33][C:34]([C:36]1[CH:41]=[C:40]([CH2:42]O)[CH:39]=[CH:38][N:37]=1)=[O:35])[CH:30]([CH3:32])[CH3:31]. (5) Given the product [CH:1]1([CH2:7][N:8]2[C:16]3[C:11](=[CH:12][CH:13]=[CH:14][C:15]=3[O:17][CH3:18])[C:10]([C:19]3[S:20][C:21]([CH2:25][N:41]([CH2:42][CH3:43])[CH2:39][CH3:40])=[C:22]([CH3:24])[N:23]=3)=[CH:9]2)[CH2:2][CH2:3][CH2:4][CH2:5][CH2:6]1, predict the reactants needed to synthesize it. The reactants are: [CH:1]1([CH2:7][N:8]2[C:16]3[C:11](=[CH:12][CH:13]=[CH:14][C:15]=3[O:17][CH3:18])[C:10]([C:19]3[S:20][C:21]([CH2:25]OS(C)(=O)=O)=[C:22]([CH3:24])[N:23]=3)=[CH:9]2)[CH2:6][CH2:5][CH2:4][CH2:3][CH2:2]1.C(=O)([O-])[O-].[K+].[K+].[I-].[Na+].[CH2:39]([NH:41][CH2:42][CH3:43])[CH3:40]. (6) Given the product [CH3:29][C:23]1[CH:28]=[CH:27][C:26]([CH2:2][C:3]2[CH:4]=[N:5][C:6]3[C:11]([C:12]=2[C:13]2[CH:18]=[CH:17][CH:16]=[CH:15][CH:14]=2)=[CH:10][CH:9]=[CH:8][C:7]=3[C:19]([F:22])([F:21])[F:20])=[CH:25][CH:24]=1, predict the reactants needed to synthesize it. The reactants are: Br[CH2:2][C:3]1[CH:4]=[N:5][C:6]2[C:11]([C:12]=1[C:13]1[CH:18]=[CH:17][CH:16]=[CH:15][CH:14]=1)=[CH:10][CH:9]=[CH:8][C:7]=2[C:19]([F:22])([F:21])[F:20].[C:23]1([C:29]2[C:25]3[C:24](=[C:23]([C:29](F)(F)F)[CH:28]=[CH:27][CH:26]=3)N=CC=2CO)[CH:28]=[CH:27][CH:26]=[CH:25][CH:24]=1.P(Br)(Br)Br.C([O-])(O)=O.[Na+]. (7) The reactants are: [CH3:1][O:2][C:3]([NH:5][C:6]1[CH:20]=[C:19]2[C:9]([NH:10][CH:11]=[C:12]2[CH2:13][CH2:14][NH:15][C:16](=[O:18])[CH3:17])=[CH:8][CH:7]=1)=[O:4].[Br:21]N1C(=O)CCC1=O.[OH-].[Na+]. Given the product [CH3:1][O:2][C:3](=[O:4])[NH:5][C:6]1[CH:20]=[C:19]2[C:9](=[CH:8][CH:7]=1)[NH:10][C:11]([Br:21])=[C:12]2[CH2:13][CH2:14][NH:15][C:16](=[O:18])[CH3:17], predict the reactants needed to synthesize it.